From a dataset of Reaction yield outcomes from USPTO patents with 853,638 reactions. Predict the reaction yield, written as a fraction of the theoretical maximum amount of product (1.0 means a 100% yield; for example, 0.34 means a 34% yield). (1) The reactants are [N:1]1([CH2:7][CH2:8][CH2:9][CH2:10][O:11][C:12]2[CH:17]=[CH:16][C:15]([NH2:18])=[CH:14][CH:13]=2)[CH2:6][CH2:5][CH2:4][CH2:3][CH2:2]1.[F:19][C:20]1[CH:28]=[C:27]2[C:23]([C:24](=[CH:30]O)[C:25](=[O:29])[NH:26]2)=[CH:22][CH:21]=1. No catalyst specified. The product is [F:19][C:20]1[CH:28]=[C:27]2[C:23]([C:24](=[CH:30][NH:18][C:15]3[CH:14]=[CH:13][C:12]([O:11][CH2:10][CH2:9][CH2:8][CH2:7][N:1]4[CH2:2][CH2:3][CH2:4][CH2:5][CH2:6]4)=[CH:17][CH:16]=3)[C:25](=[O:29])[NH:26]2)=[CH:22][CH:21]=1. The yield is 0.730. (2) The reactants are [N:1]([CH:4]([CH3:28])[CH2:5][C:6]1[CH:11]=[CH:10][C:9]([C:12]2[N:16]=[CH:15][N:14]([C:17]3[CH:22]=[CH:21][C:20]([O:23][C:24]([F:27])([F:26])[F:25])=[CH:19][CH:18]=3)[N:13]=2)=[CH:8][CH:7]=1)=[C:2]=[O:3].[N-]=C=O.[CH:32]([C:35]1[CH:40]=[CH:39][C:38]([CH3:41])=[CH:37][C:36]=1[NH:42][C:43]([NH2:45])=[S:44])([CH3:34])[CH3:33].C(=O)([O-])[O-].[Cs+].[Cs+].[C:52]([O-])(=[O:54])[CH3:53].[Na+].BrCC(OC)=O. The catalyst is C(#N)C.C(O)C.C(OCC)(=O)C. The product is [CH:32]([C:35]1[CH:40]=[CH:39][C:38]([CH3:41])=[CH:37][C:36]=1[N:42]1[C:52](=[O:54])[CH2:53][S:44]/[C:43]/1=[N:45]\[C:2]([NH:1][CH:4]([CH3:28])[CH2:5][C:6]1[CH:11]=[CH:10][C:9]([C:12]2[N:16]=[CH:15][N:14]([C:17]3[CH:22]=[CH:21][C:20]([O:23][C:24]([F:26])([F:25])[F:27])=[CH:19][CH:18]=3)[N:13]=2)=[CH:8][CH:7]=1)=[O:3])([CH3:34])[CH3:33]. The yield is 0.200. (3) The reactants are [Br:1][C:2]1[CH:3]=[C:4](/[CH:7]=[CH:8]/[C:9]([OH:11])=O)[O:5][CH:6]=1.S(Cl)([Cl:14])=O. The catalyst is ClC(Cl)Cl.CN(C=O)C. The product is [Br:1][C:2]1[CH:3]=[C:4](/[CH:7]=[CH:8]/[C:9]([Cl:14])=[O:11])[O:5][CH:6]=1. The yield is 0.970. (4) The reactants are C([O-])([O-])=O.[K+:5].[K+].[CH2:7]([N:14]1[C:21]2[CH:20]=[C:19]([C:22]([OH:24])=[O:23])[NH:18][C:17]=2[CH:16]=[CH:15]1)[C:8]1[CH:13]=[CH:12][CH:11]=[CH:10][CH:9]=1. The catalyst is O.CO. The product is [K+:5].[CH2:7]([N:14]1[C:21]2[CH:20]=[C:19]([C:22]([O-:24])=[O:23])[NH:18][C:17]=2[CH:16]=[CH:15]1)[C:8]1[CH:9]=[CH:10][CH:11]=[CH:12][CH:13]=1. The yield is 0.980. (5) The reactants are [CH3:1][N:2]1[CH:6]=[CH:5][N:4]=[C:3]1[S:7][CH2:8][CH2:9][CH2:10][O:11]C1CCCCO1. The catalyst is C(O)(=O)C.C1COCC1.O. The product is [OH:11][CH2:10][CH2:9][CH2:8][S:7][C:3]1[N:2]([CH3:1])[CH:6]=[CH:5][N:4]=1. The yield is 1.00. (6) The reactants are [C:1]([O:5][C:6]([N:8]1[C:16]2[C:11](=[CH:12][C:13]([CH:17]=[C:18]([NH:23]C(OCC3C=CC=CC=3)=O)[C:19]([O:21][CH3:22])=[O:20])=[CH:14][CH:15]=2)[CH:10]=[N:9]1)=[O:7])([CH3:4])([CH3:3])[CH3:2].[H][H]. The catalyst is [Pd].CO. The product is [C:1]([O:5][C:6]([N:8]1[C:16]2[C:11](=[CH:12][C:13]([CH2:17][CH:18]([NH2:23])[C:19]([O:21][CH3:22])=[O:20])=[CH:14][CH:15]=2)[CH:10]=[N:9]1)=[O:7])([CH3:3])([CH3:4])[CH3:2]. The yield is 0.950. (7) The reactants are [Br:1][C:2]1[CH:3]=[C:4]([OH:9])[CH:5]=[C:6]([CH3:8])[CH:7]=1.[C:10]([O-])([O-])=O.[K+].[K+].CI. The catalyst is CC(C)=O. The product is [Br:1][C:2]1[CH:7]=[C:6]([CH3:8])[CH:5]=[C:4]([O:9][CH3:10])[CH:3]=1. The yield is 1.00. (8) The reactants are [C:1]([O:5][C:6]([NH:8][C:9]1[N:10]=[CH:11][C:12]([C:15]2[N:19]([C:20]3[CH:21]=[N:22][CH:23]=[CH:24][CH:25]=3)[N:18]=[C:17]([C:26](O)=[O:27])[CH:16]=2)=[N:13][CH:14]=1)=[O:7])([CH3:4])([CH3:3])[CH3:2].[CH:29]([NH:32][CH:33]([CH3:35])[CH3:34])([CH3:31])[CH3:30]. No catalyst specified. The product is [CH:29]([N:32]([CH:33]([CH3:35])[CH3:34])[C:26]([C:17]1[CH:16]=[C:15]([C:12]2[CH:11]=[N:10][C:9]([NH:8][C:6]([O:5][C:1]([CH3:2])([CH3:3])[CH3:4])=[O:7])=[CH:14][N:13]=2)[N:19]([C:20]2[CH:21]=[N:22][CH:23]=[CH:24][CH:25]=2)[N:18]=1)=[O:27])([CH3:31])[CH3:30]. The yield is 0.610. (9) The reactants are [I:1][C:2]1[CH:3]=[CH:4][C:5]([O:9][C@H:10]2[CH2:14][CH2:13][O:12][CH2:11]2)=[C:6]([NH2:8])[CH:7]=1.Cl[C:16]1[CH:21]=[CH:20][N:19]=[CH:18][CH:17]=1.[OH-].[Na+]. The catalyst is C(O)CCCC. The product is [I:1][C:2]1[CH:3]=[CH:4][C:5]([O:9][C@H:10]2[CH2:14][CH2:13][O:12][CH2:11]2)=[C:6]([NH:8][C:16]2[CH:21]=[CH:20][N:19]=[CH:18][CH:17]=2)[CH:7]=1. The yield is 0.600. (10) The product is [CH:19]1([CH2:25][NH:26][C:2]2[N:7]=[C:6]([C:8]3[CH:9]=[N:10][N:11]4[CH:16]=[CH:15][C:14]([C:17]#[N:18])=[CH:13][C:12]=34)[CH:5]=[CH:4][CH:3]=2)[CH2:24][CH2:23][CH2:22][CH2:21][CH2:20]1. The reactants are Cl[C:2]1[N:7]=[C:6]([C:8]2[CH:9]=[N:10][N:11]3[CH:16]=[CH:15][C:14]([C:17]#[N:18])=[CH:13][C:12]=23)[CH:5]=[CH:4][CH:3]=1.[CH:19]1([CH2:25][NH2:26])[CH2:24][CH2:23][CH2:22][CH2:21][CH2:20]1.C(N(CC)CC)C.O. The catalyst is CS(C)=O. The yield is 0.330.